From a dataset of Forward reaction prediction with 1.9M reactions from USPTO patents (1976-2016). Predict the product of the given reaction. (1) Given the reactants [NH2:1][C:2]1[C:3]([C:8]([NH:10][CH2:11][CH:12]2[CH2:15][CH2:14][CH2:13]2)=[O:9])=[N:4][CH:5]=[CH:6][CH:7]=1.[NH:16]1[C:24]2[C:19](=[CH:20][CH:21]=[CH:22][CH:23]=2)[C:18]([C:25]([OH:27])=O)=[CH:17]1.[C:28]([O-])(O)=O.[Na+], predict the reaction product. The product is: [CH:12]1([CH2:11][NH:10][C:8]([C:3]2[C:2]([NH:1][C:25]([C:18]3[C:19]4[C:24](=[CH:23][CH:22]=[CH:21][CH:20]=4)[N:16]([CH3:28])[CH:17]=3)=[O:27])=[CH:7][CH:6]=[CH:5][N:4]=2)=[O:9])[CH2:15][CH2:14][CH2:13]1. (2) The product is: [F:25][CH:2]([F:1])[O:3][C:4]1[C:9]2[O:10][C:11]3[C:12](=[O:19])[N:13]([CH2:17][CH3:18])[N:14]=[CH:15][C:16]=3[C:8]=2[C:7]([C:20]([OH:22])=[O:21])=[CH:6][CH:5]=1. Given the reactants [F:1][CH:2]([F:25])[O:3][C:4]1[C:9]2[O:10][C:11]3[C:12](=[O:19])[N:13]([CH2:17][CH3:18])[N:14]=[CH:15][C:16]=3[C:8]=2[C:7]([C:20]([O:22]CC)=[O:21])=[CH:6][CH:5]=1.[OH-].[Na+], predict the reaction product. (3) Given the reactants [Br:1][C:2]1[CH:3]=[CH:4][C:5]([Cl:9])=[C:6]([CH:8]=1)[NH2:7].[C:10]1([S:16](Cl)(=[O:18])=[O:17])[CH:15]=[CH:14][CH:13]=[CH:12][CH:11]=1.N1C=CC=CC=1.CCOC(C)=O, predict the reaction product. The product is: [Br:1][C:2]1[CH:3]=[CH:4][C:5]([Cl:9])=[C:6]([NH:7][S:16]([C:10]2[CH:15]=[CH:14][CH:13]=[CH:12][CH:11]=2)(=[O:18])=[O:17])[CH:8]=1. (4) Given the reactants ClC(Cl)(O[C:5](=[O:11])OC(Cl)(Cl)Cl)Cl.[NH2:13][C:14]1[C:15]([CH3:20])=[N:16][CH:17]=[CH:18][CH:19]=1.C(N(CC)CC)C.Cl.Cl.[CH3:30][N:31]1[C:35]2[NH:36][CH2:37][CH2:38][S:39][CH:40]([CH:41]3[CH2:46][CH2:45][NH:44][CH2:43][CH2:42]3)[C:34]=2[C:33]([C:47]2[CH:52]=[CH:51][CH:50]=[CH:49][N:48]=2)=[N:32]1, predict the reaction product. The product is: [CH3:20][C:15]1[C:14]([NH:13][C:5]([N:44]2[CH2:45][CH2:46][CH:41]([CH:40]3[S:39][CH2:38][CH2:37][NH:36][C:35]4[N:31]([CH3:30])[N:32]=[C:33]([C:47]5[CH:52]=[CH:51][CH:50]=[CH:49][N:48]=5)[C:34]3=4)[CH2:42][CH2:43]2)=[O:11])=[CH:19][CH:18]=[CH:17][N:16]=1. (5) Given the reactants [F:1][C:2]1[C:7]([F:8])=[CH:6][CH:5]=[CH:4][C:3]=1[CH2:9][S:10][C:11]1[N:20]=[C:19](SCC2C=CC=C(F)C=2F)[C:18]2[C:13](=[N:14][C:15]([NH2:31])=[CH:16][N:17]=2)[N:12]=1.[NH2:32][CH:33]([CH2:36][OH:37])[CH2:34][OH:35], predict the reaction product. The product is: [NH3:12].[NH2:31][C:15]1[N:14]=[C:13]2[C:18]([C:19]([NH:32][CH:33]([CH2:36][OH:37])[CH2:34][OH:35])=[N:20][C:11]([S:10][CH2:9][C:3]3[CH:4]=[CH:5][CH:6]=[C:7]([F:8])[C:2]=3[F:1])=[N:12]2)=[N:17][CH:16]=1. (6) Given the reactants [C:1]([O:14]C)(=[O:13])[C:2]1[CH:12]=[C:9]([O:10][CH3:11])[C:7]([OH:8])=[C:4]([O:5][CH3:6])[CH:3]=1.C(=O)([O-])[O-].[K+].[K+].[CH2:22](Br)[CH2:23][CH2:24][CH3:25], predict the reaction product. The product is: [CH2:22]([O:8][C:7]1[C:4]([O:5][CH3:6])=[CH:3][C:2]([C:1]([OH:14])=[O:13])=[CH:12][C:9]=1[O:10][CH3:11])[CH2:23][CH2:24][CH3:25]. (7) Given the reactants [NH:1]1[C:9]2[C:4](=[CH:5][CH:6]=[CH:7][CH:8]=2)[C:3]([CH2:10][C:11]2([C:21]([O:23]CC)=[O:22])[O:15][N:14]=[C:13]([C:16]([O:18]CC)=[O:17])[CH2:12]2)=[CH:2]1.O.[OH-].[Li+], predict the reaction product. The product is: [NH:1]1[C:9]2[C:4](=[CH:5][CH:6]=[CH:7][CH:8]=2)[C:3]([CH2:10][C:11]2([C:21]([OH:23])=[O:22])[O:15][N:14]=[C:13]([C:16]([OH:18])=[O:17])[CH2:12]2)=[CH:2]1. (8) The product is: [CH3:34][C:4]1[CH:3]=[CH:2][C:10]2[S:9][C:8]([C:11]3[C:12]([NH2:28])=[N:13][CH:14]=[C:15]([C:17]4[CH:18]=[N:19][N:20]([CH:22]5[CH2:27][CH2:26][NH:25][CH2:24][CH2:23]5)[CH:21]=4)[CH:16]=3)=[N:7][C:6]=2[CH:5]=1. Given the reactants F[C:2]1[C:10]2[S:9][C:8]([C:11]3[C:12]([NH2:28])=[N:13][CH:14]=[C:15]([C:17]4[CH:18]=[N:19][N:20]([CH:22]5[CH2:27][CH2:26][NH:25][CH2:24][CH2:23]5)[CH:21]=4)[CH:16]=3)=[N:7][C:6]=2[C:5](C(F)(F)F)=[CH:4][CH:3]=1.I[C:34]1SC2C=CC(C)=CC=2N=1, predict the reaction product.